Task: Predict the product of the given reaction.. Dataset: Forward reaction prediction with 1.9M reactions from USPTO patents (1976-2016) (1) Given the reactants [C:1]1([NH:7][NH2:8])[CH:6]=[CH:5][CH:4]=[CH:3][CH:2]=1.[CH3:9][CH:10]([C:16]([CH3:18])=O)[C:11](OCC)=[O:12], predict the reaction product. The product is: [CH3:9][C:10]1[C:11](=[O:12])[N:7]([C:1]2[CH:6]=[CH:5][CH:4]=[CH:3][CH:2]=2)[NH:8][C:16]=1[CH3:18]. (2) Given the reactants [NH2:1][CH2:2][C@@H:3]1[C@H:7]2[O:8][C:9]([CH3:12])([CH3:11])[O:10][C@H:6]2[C@H:5]([N:13]2[C:17]3[N:18]=[CH:19][N:20]=[C:21]([NH2:22])[C:16]=3[CH:15]=[CH:14]2)[CH2:4]1.[CH3:23][C:24](=O)[CH3:25].C(O[BH-](OC(=O)C)OC(=O)C)(=O)C.[Na+], predict the reaction product. The product is: [CH3:11][C:9]1([CH3:12])[O:8][C@@H:7]2[C@@H:3]([CH2:2][NH:1][CH:24]([CH3:25])[CH3:23])[CH2:4][C@@H:5]([N:13]3[C:17]4[N:18]=[CH:19][N:20]=[C:21]([NH2:22])[C:16]=4[CH:15]=[CH:14]3)[C@@H:6]2[O:10]1. (3) Given the reactants C[Li].[C:3]([O:7][C:8]([NH:10][C@H:11]1[CH2:16][C@H:15](C(OCC)=O)[CH2:14][CH2:13][C@H:12]1[NH:22][C:23]([C:25]1[NH:26][C:27]2[C:32]([CH:33]=1)=[CH:31][C:30]([Cl:34])=[CH:29][CH:28]=2)=[O:24])=[O:9])([CH3:6])([CH3:5])[CH3:4].[Cl-].[NH4+], predict the reaction product. The product is: [C:3]([O:7][C:8]([NH:10][C@H:11]1[CH2:16][C@H:15]([C:3]([OH:7])([CH3:5])[CH3:4])[CH2:14][CH2:13][C@H:12]1[NH:22][C:23]([C:25]1[NH:26][C:27]2[C:32]([CH:33]=1)=[CH:31][C:30]([Cl:34])=[CH:29][CH:28]=2)=[O:24])=[O:9])([CH3:4])([CH3:5])[CH3:6]. (4) Given the reactants [Br:1][C:2]1[C:3](F)=[C:4]2[C:10]([NH:11][C:12](=[O:22])[C:13]3[CH:18]=[CH:17][C:16]([O:19][CH3:20])=[C:15]([F:21])[CH:14]=3)=[CH:9][NH:8][C:5]2=[N:6][CH:7]=1.[NH:24]1[CH2:29][CH2:28][CH2:27][C@@H:26]([NH:30][C:31](=[O:37])[O:32][C:33]([CH3:36])([CH3:35])[CH3:34])[CH2:25]1, predict the reaction product. The product is: [Br:1][C:2]1[C:3]([N:24]2[CH2:29][CH2:28][CH2:27][C@@H:26]([NH:30][C:31](=[O:37])[O:32][C:33]([CH3:35])([CH3:34])[CH3:36])[CH2:25]2)=[C:4]2[C:10]([NH:11][C:12](=[O:22])[C:13]3[CH:18]=[CH:17][C:16]([O:19][CH3:20])=[C:15]([F:21])[CH:14]=3)=[CH:9][NH:8][C:5]2=[N:6][CH:7]=1. (5) Given the reactants [CH3:1][O:2][N:3]=[CH:4]/[C:5](/[CH3:16])=[CH:6]/[C@@H:7]1[C@@H:9]([C:10]([O:12]C)=[O:11])[C:8]1([CH3:15])[CH3:14].[OH-].[Na+].CO, predict the reaction product. The product is: [CH3:1][O:2][N:3]=[CH:4]/[C:5](/[CH3:16])=[CH:6]/[C@@H:7]1[C@@H:9]([C:10]([OH:12])=[O:11])[C:8]1([CH3:15])[CH3:14]. (6) Given the reactants [CH:1](=[O:5])/[CH:2]=[CH:3]/[CH3:4].B(F)(F)F.CCOCC.[CH3:15][CH:16]([CH3:22])[CH2:17][C:18](=[CH2:21])[CH:19]=[CH2:20].[OH-].[Na+], predict the reaction product. The product is: [CH2:17]([C:18]1[CH2:21][CH:3]([CH3:4])[CH:2]([CH:1]=[O:5])[CH2:20][CH:19]=1)[CH:16]([CH3:22])[CH3:15]. (7) Given the reactants C([O:3][C:4](=[O:37])[CH2:5][S:6][C:7]1[N:8]=[C:9]([C:18]2[CH:23]=[C:22]([O:24][CH2:25][CH2:26][N:27]3[CH2:31][CH2:30][C:29]([F:33])([F:32])[CH2:28]3)[C:21]([O:34][CH3:35])=[CH:20][C:19]=2[Cl:36])[C:10]2[C:15]([C:16]#[N:17])=[CH:14][NH:13][C:11]=2[N:12]=1)C.[OH-].[K+], predict the reaction product. The product is: [Cl:36][C:19]1[CH:20]=[C:21]([O:34][CH3:35])[C:22]([O:24][CH2:25][CH2:26][N:27]2[CH2:31][CH2:30][C:29]([F:33])([F:32])[CH2:28]2)=[CH:23][C:18]=1[C:9]1[C:10]2[C:15]([C:16]#[N:17])=[CH:14][NH:13][C:11]=2[N:12]=[C:7]([S:6][CH2:5][C:4]([OH:37])=[O:3])[N:8]=1. (8) The product is: [Cl:1][C:2]1[C:6]([N:7]([CH2:19][CH3:20])[C:8](=[O:18])[CH2:9][CH2:10][S:11]([CH2:12][CH2:13][C:14]([F:16])([F:15])[F:17])=[O:27])=[CH:5][N:4]([C:21]2[CH:22]=[N:23][CH:24]=[CH:25][CH:26]=2)[N:3]=1. Given the reactants [Cl:1][C:2]1[C:6]([N:7]([CH2:19][CH3:20])[C:8](=[O:18])[CH2:9][CH2:10][S:11][CH2:12][CH2:13][C:14]([F:17])([F:16])[F:15])=[CH:5][N:4]([C:21]2[CH:22]=[N:23][CH:24]=[CH:25][CH:26]=2)[N:3]=1.[OH:27]O, predict the reaction product. (9) Given the reactants [CH3:13][C:12]([O:11][C:9](O[C:9]([O:11][C:12]([CH3:15])([CH3:14])[CH3:13])=[O:10])=[O:10])([CH3:15])[CH3:14].[Br:16][C:17]1[CH:26]=[C:25]2[C:20]([C:21](=[O:38])[N:22]([NH:27][C:28]3[CH:33]=[C:32]([Cl:34])[CH:31]=[CH:30][C:29]=3[S:35][CH2:36][CH3:37])[CH:23]=[N:24]2)=[CH:19][C:18]=1[CH3:39], predict the reaction product. The product is: [Br:16][C:17]1[CH:26]=[C:25]2[C:20]([C:21](=[O:38])[N:22]([N:27]([C:28]3[CH:33]=[C:32]([Cl:34])[CH:31]=[CH:30][C:29]=3[S:35][CH2:36][CH3:37])[C:9](=[O:10])[O:11][C:12]([CH3:13])([CH3:14])[CH3:15])[CH:23]=[N:24]2)=[CH:19][C:18]=1[CH3:39].